The task is: Predict the reaction yield, written as a fraction of the theoretical maximum amount of product (1.0 means a 100% yield; for example, 0.34 means a 34% yield).. This data is from Reaction yield outcomes from USPTO patents with 853,638 reactions. (1) The reactants are [OH:1][CH2:2][C:3]([OH:5])=O.C1(N=C=NC2CCCCC2)CCCCC1.ON1C2C=CC=CC=2N=N1.[F:31][C:32]1[CH:37]=[CH:36][C:35]([N:38]2[C:42]3=[C:43]4[C:48](=[C:49]([N:51]5[CH2:56][CH2:55][NH:54][CH2:53][CH2:52]5)[CH:50]=[C:41]3[CH:40]=[N:39]2)[CH:47]=[N:46][CH:45]=[CH:44]4)=[CH:34][CH:33]=1. The catalyst is CN(C=O)C. The product is [F:31][C:32]1[CH:37]=[CH:36][C:35]([N:38]2[C:42]3=[C:43]4[C:48](=[C:49]([N:51]5[CH2:56][CH2:55][N:54]([C:3](=[O:5])[CH2:2][OH:1])[CH2:53][CH2:52]5)[CH:50]=[C:41]3[CH:40]=[N:39]2)[CH:47]=[N:46][CH:45]=[CH:44]4)=[CH:34][CH:33]=1. The yield is 0.420. (2) The reactants are [C:1]([O:5][C:6]([NH:8][C@H:9]1[C@@H:13]([CH2:14][F:15])[CH2:12][N:11]([C@@H](C2C=CC=CC=2)C)[CH2:10]1)=[O:7])([CH3:4])([CH3:3])[CH3:2]. The catalyst is [Pd].C(O)C. The product is [C:1]([O:5][C:6]([NH:8][C@H:9]1[C@@H:13]([CH2:14][F:15])[CH2:12][NH:11][CH2:10]1)=[O:7])([CH3:4])([CH3:3])[CH3:2]. The yield is 0.790.